From a dataset of Forward reaction prediction with 1.9M reactions from USPTO patents (1976-2016). Predict the product of the given reaction. Given the reactants [H-].[Na+].[CH2:3]([O:5][C:6](=[O:18])[CH2:7][C:8]1[CH:13]=[CH:12][C:11]([C:14]#[N:15])=[C:10]([O:16][CH3:17])[CH:9]=1)[CH3:4].[CH3:19]I.Cl, predict the reaction product. The product is: [C:14]([C:11]1[CH:12]=[CH:13][C:8]([CH:7]([CH3:19])[C:6]([O:5][CH2:3][CH3:4])=[O:18])=[CH:9][C:10]=1[O:16][CH3:17])#[N:15].